From a dataset of Reaction yield outcomes from USPTO patents with 853,638 reactions. Predict the reaction yield, written as a fraction of the theoretical maximum amount of product (1.0 means a 100% yield; for example, 0.34 means a 34% yield). (1) The reactants are FC(F)(F)S(O[C:7]1[CH:8]=[C:9]2[C:14](=[CH:15][CH:16]=1)[C:13]([C:17]([O:19][CH3:20])=[O:18])=[CH:12][CH:11]=[CH:10]2)(=O)=O.[CH2:23]([Mg]Br)[CH2:24][CH2:25][CH2:26][CH2:27][CH3:28]. The catalyst is C1COCC1.CN1C(=O)CCC1.CCOCC. The product is [CH2:23]([C:7]1[CH:8]=[C:9]2[C:14](=[CH:15][CH:16]=1)[C:13]([C:17]([O:19][CH3:20])=[O:18])=[CH:12][CH:11]=[CH:10]2)[CH2:24][CH2:25][CH2:26][CH2:27][CH3:28]. The yield is 0.760. (2) The reactants are Br[C:2]1[CH:3]=[CH:4][C:5]2[N:6]([C:15](=[O:17])[CH3:16])[C:7]3[C:12]([C:13]=2[CH:14]=1)=[CH:11][CH:10]=[CH:9][CH:8]=3.[CH3:18][C:19]1([CH3:35])[C:23]([CH3:25])([CH3:24])[O:22][B:21]([B:21]2[O:22][C:23]([CH3:25])([CH3:24])[C:19]([CH3:35])([CH3:18])[O:20]2)[O:20]1.C([O-])(=O)C.[K+]. The catalyst is O1CCOCC1.O.C1C=CC(P(C2C=CC=CC=2)[C-]2C=CC=C2)=CC=1.C1C=CC(P(C2C=CC=CC=2)[C-]2C=CC=C2)=CC=1.[Fe+2].C1C=CC(/C=C/C(/C=C/C2C=CC=CC=2)=O)=CC=1.C1C=CC(/C=C/C(/C=C/C2C=CC=CC=2)=O)=CC=1.C1C=CC(/C=C/C(/C=C/C2C=CC=CC=2)=O)=CC=1.[Pd].[Pd]. The product is [CH3:18][C:19]1([CH3:35])[C:23]([CH3:25])([CH3:24])[O:22][B:21]([C:2]2[CH:3]=[CH:4][C:5]3[N:6]([C:15](=[O:17])[CH3:16])[C:7]4[C:12]([C:13]=3[CH:14]=2)=[CH:11][CH:10]=[CH:9][CH:8]=4)[O:20]1. The yield is 0.650. (3) The reactants are [NH2:1][C:2]1[CH:3]=[C:4]([CH:21]=[CH:22][C:23]=1[F:24])[O:5][C:6]1[CH:7]=[CH:8][C:9]2[N:10]([CH:12]=[C:13]([NH:15][C:16]([CH:18]3[CH2:20][CH2:19]3)=[O:17])[N:14]=2)[N:11]=1.[CH3:25][N:26]1[C:30]([CH3:31])=[CH:29][C:28]([C:32](O)=[O:33])=[N:27]1.Cl.C(N=C=NCCCN(C)C)C.ON1C2C=CC=CC=2N=N1.C(N(CC)CC)C. The catalyst is CN(C)C=O.O. The product is [CH:18]1([C:16]([NH:15][C:13]2[N:14]=[C:9]3[CH:8]=[CH:7][C:6]([O:5][C:4]4[CH:21]=[CH:22][C:23]([F:24])=[C:2]([NH:1][C:32]([C:28]5[CH:29]=[C:30]([CH3:31])[N:26]([CH3:25])[N:27]=5)=[O:33])[CH:3]=4)=[N:11][N:10]3[CH:12]=2)=[O:17])[CH2:20][CH2:19]1. The yield is 0.260. (4) The reactants are [CH:1]([C:4]1[N:5]=[C:6]([NH2:9])[S:7][CH:8]=1)([CH3:3])[CH3:2].[CH:10]1[N:14]=[CH:13][N:12]([C:15](N2C=NC=C2)=[S:16])[CH:11]=1. The catalyst is C(#N)C. The product is [CH:1]([C:4]1[N:5]=[C:6]([NH:9][C:15]([N:12]2[CH:11]=[CH:10][N:14]=[CH:13]2)=[S:16])[S:7][CH:8]=1)([CH3:3])[CH3:2]. The yield is 0.553. (5) The reactants are C(OC([NH:8][C@H:9]([C:14]([NH:16][C@@H:17]1[C:23](=[O:24])[NH:22][C:21]2[CH:25]=[CH:26][CH:27]=[CH:28][C:20]=2[O:19][C@@H:18]1[C:29]1[CH:34]=[CH:33][CH:32]=[CH:31][CH:30]=1)=[O:15])[CH2:10][CH:11]([CH3:13])[CH3:12])=O)(C)(C)C.FC(F)(F)C(O)=O. The catalyst is ClCCl. The product is [O:24]=[C:23]1[NH:22][C:21]2[CH:25]=[CH:26][CH:27]=[CH:28][C:20]=2[O:19][C@H:18]([C:29]2[CH:34]=[CH:33][CH:32]=[CH:31][CH:30]=2)[C@@H:17]1[NH:16][C:14](=[O:15])[C@H:9]([CH2:10][CH:11]([CH3:12])[CH3:13])[NH2:8]. The yield is 0.990. (6) The reactants are S(Cl)(Cl)=O.[Br:5][CH2:6][C@@:7]([OH:12])([CH3:11])[C:8](O)=[O:9].CCN(CC)CC.[NH2:20][C:21]1[CH:22]=[CH:23][C:24]([C:31]#[N:32])=[C:25]([C:27]([F:30])([F:29])[F:28])[CH:26]=1. The catalyst is C1COCC1.O. The product is [Br:5][CH2:6][C@@:7]([OH:12])([CH3:11])[C:8]([NH:20][C:21]1[CH:22]=[CH:23][C:24]([C:31]#[N:32])=[C:25]([C:27]([F:28])([F:29])[F:30])[CH:26]=1)=[O:9]. The yield is 0.739.